This data is from NCI-60 drug combinations with 297,098 pairs across 59 cell lines. The task is: Regression. Given two drug SMILES strings and cell line genomic features, predict the synergy score measuring deviation from expected non-interaction effect. (1) Drug 1: C1=C(C(=O)NC(=O)N1)N(CCCl)CCCl. Drug 2: CC12CCC3C(C1CCC2O)C(CC4=C3C=CC(=C4)O)CCCCCCCCCS(=O)CCCC(C(F)(F)F)(F)F. Cell line: DU-145. Synergy scores: CSS=34.4, Synergy_ZIP=3.36, Synergy_Bliss=3.87, Synergy_Loewe=2.70, Synergy_HSA=2.81. (2) Drug 1: CC1C(C(CC(O1)OC2CC(CC3=C2C(=C4C(=C3O)C(=O)C5=C(C4=O)C(=CC=C5)OC)O)(C(=O)C)O)N)O.Cl. Drug 2: CC(C)(C#N)C1=CC(=CC(=C1)CN2C=NC=N2)C(C)(C)C#N. Cell line: SN12C. Synergy scores: CSS=20.1, Synergy_ZIP=-6.42, Synergy_Bliss=0.498, Synergy_Loewe=-2.77, Synergy_HSA=0.759. (3) Drug 1: C1CCC(CC1)NC(=O)N(CCCl)N=O. Drug 2: CCC1(CC2CC(C3=C(CCN(C2)C1)C4=CC=CC=C4N3)(C5=C(C=C6C(=C5)C78CCN9C7C(C=CC9)(C(C(C8N6C)(C(=O)OC)O)OC(=O)C)CC)OC)C(=O)OC)O.OS(=O)(=O)O. Cell line: UACC62. Synergy scores: CSS=34.7, Synergy_ZIP=-9.14, Synergy_Bliss=-4.19, Synergy_Loewe=-14.1, Synergy_HSA=-1.51. (4) Drug 1: CCC1(CC2CC(C3=C(CCN(C2)C1)C4=CC=CC=C4N3)(C5=C(C=C6C(=C5)C78CCN9C7C(C=CC9)(C(C(C8N6C)(C(=O)OC)O)OC(=O)C)CC)OC)C(=O)OC)O.OS(=O)(=O)O. Drug 2: C1=CC=C(C=C1)NC(=O)CCCCCCC(=O)NO. Cell line: UACC-257. Synergy scores: CSS=3.93, Synergy_ZIP=-6.35, Synergy_Bliss=1.54, Synergy_Loewe=-2.73, Synergy_HSA=-1.75. (5) Drug 1: C1=CC(=CC=C1CC(C(=O)O)N)N(CCCl)CCCl.Cl. Drug 2: CCC1(CC2CC(C3=C(CCN(C2)C1)C4=CC=CC=C4N3)(C5=C(C=C6C(=C5)C78CCN9C7C(C=CC9)(C(C(C8N6C)(C(=O)OC)O)OC(=O)C)CC)OC)C(=O)OC)O.OS(=O)(=O)O. Cell line: SK-MEL-28. Synergy scores: CSS=12.2, Synergy_ZIP=-4.39, Synergy_Bliss=-4.43, Synergy_Loewe=-26.0, Synergy_HSA=-7.60.